Task: Predict which catalyst facilitates the given reaction.. Dataset: Catalyst prediction with 721,799 reactions and 888 catalyst types from USPTO (1) Reactant: [C:1]([O:5][C:6]([N:8]([CH2:26][C:27]([O:29][C:30]([CH3:33])([CH3:32])[CH3:31])=[O:28])[C:9]1[CH:14]=[CH:13][CH:12]=[C:11]([CH2:15][NH:16][S:17]([C:20]2[CH:25]=[CH:24][CH:23]=[CH:22][N:21]=2)(=[O:19])=[O:18])[N:10]=1)=[O:7])([CH3:4])([CH3:3])[CH3:2].[CH2:34]([C:41]1([C:44]2[CH:51]=[CH:50][C:47]([CH2:48]O)=[CH:46][CH:45]=2)[CH2:43][CH2:42]1)[C:35]1[CH:40]=[CH:39][CH:38]=[CH:37][CH:36]=1.C(P(CCCC)CCCC)CCC.CN(C)C(N=NC(N(C)C)=O)=O. Product: [CH2:34]([C:41]1([C:44]2[CH:45]=[CH:46][C:47]([CH2:48][CH:15]([NH:16][S:17]([C:20]3[CH:25]=[CH:24][CH:23]=[CH:22][N:21]=3)(=[O:19])=[O:18])[C:11]3[N:10]=[C:9]([N:8]([CH2:26][C:27]([O:29][C:30]([CH3:33])([CH3:32])[CH3:31])=[O:28])[C:6]([O:5][C:1]([CH3:4])([CH3:3])[CH3:2])=[O:7])[CH:14]=[CH:13][CH:12]=3)=[CH:50][CH:51]=2)[CH2:43][CH2:42]1)[C:35]1[CH:36]=[CH:37][CH:38]=[CH:39][CH:40]=1. The catalyst class is: 7. (2) Reactant: [S:1]1(=[O:11])(=[O:10])[C:5]2[CH:6]=[CH:7][CH:8]=[CH:9][C:4]=2[CH:3]=[N:2]1.[Br:12][C:13]1[CH:19]=[CH:18][C:16]([NH2:17])=[CH:15][CH:14]=1. Product: [Br:12][C:13]1[CH:19]=[CH:18][C:16]([NH:17][C:3]2[C:4]3[CH:9]=[CH:8][CH:7]=[CH:6][C:5]=3[S:1](=[O:10])(=[O:11])[N:2]=2)=[CH:15][CH:14]=1. The catalyst class is: 21. (3) Reactant: Cl[CH:2]1[CH2:7][C:6]([CH3:9])([CH3:8])[CH2:5][NH:4][C:3]1=[O:10].S([O-])([O-])(=O)=[O:12].[NH4+].[NH4+]. Product: [CH3:9][C:6]1([CH3:8])[CH2:5][NH:4][CH:2]([C:3]([OH:10])=[O:12])[CH2:7]1. The catalyst class is: 6. (4) Reactant: [NH2:1][CH:2]([CH2:24][C:25]1[CH:30]=[CH:29][C:28]([O:31][C:32]([CH3:35])([CH3:34])[CH3:33])=[CH:27][CH:26]=1)[C:3]([N:5]([CH2:14][C:15]1[C:20]2[N:21]=[CH:22][S:23][C:19]=2[CH:18]=[CH:17][CH:16]=1)[CH2:6][CH:7]([O:11][CH2:12][CH3:13])[O:8][CH2:9][CH3:10])=[O:4].[CH2:36]([NH:43][C:44](=[O:54])[NH:45][C@H:46]([CH2:51][CH:52]=[CH2:53])[CH2:47][C:48](O)=[O:49])[C:37]1[CH:42]=[CH:41][CH:40]=[CH:39][CH:38]=1.CCN=C=NCCCN(C)C.C1C=CC2N(O)N=NC=2C=1.CCN(C(C)C)C(C)C. Product: [S:23]1[C:19]2[CH:18]=[CH:17][CH:16]=[C:15]([CH2:14][N:5]([CH2:6][CH:7]([O:11][CH2:12][CH3:13])[O:8][CH2:9][CH3:10])[C:3]([CH:2]([NH:1][C:48](=[O:49])[CH2:47][CH:46]([NH:45][C:44]([NH:43][CH2:36][C:37]3[CH:42]=[CH:41][CH:40]=[CH:39][CH:38]=3)=[O:54])[CH2:51][CH:52]=[CH2:53])[CH2:24][C:25]3[CH:26]=[CH:27][C:28]([O:31][C:32]([CH3:33])([CH3:35])[CH3:34])=[CH:29][CH:30]=3)=[O:4])[C:20]=2[N:21]=[CH:22]1. The catalyst class is: 91.